From a dataset of Catalyst prediction with 721,799 reactions and 888 catalyst types from USPTO. Predict which catalyst facilitates the given reaction. Product: [CH3:1][C:2]1[CH:10]=[C:9]2[C:5]([CH:6]=[C:7]([C:11]3[C:19]4[C:14](=[N:15][CH:16]=[C:17]([C:20]5[CH:21]=[C:22]([NH:26][C:27](=[O:30])[CH:28]=[CH2:29])[CH:23]=[CH:24][CH:25]=5)[N:18]=4)[NH:13][CH:12]=3)[NH:8]2)=[CH:4][CH:3]=1. Reactant: [CH3:1][C:2]1[CH:10]=[C:9]2[C:5]([CH:6]=[C:7]([C:11]3[C:19]4[C:14](=[N:15][CH:16]=[C:17]([C:20]5[CH:21]=[C:22]([NH:26][C:27](=[O:30])[CH:28]=[CH2:29])[CH:23]=[CH:24][CH:25]=5)[N:18]=4)[N:13](C(C4C=CC=CC=4)(C4C=CC=CC=4)C4C=CC=CC=4)[CH:12]=3)[NH:8]2)=[CH:4][CH:3]=1.FC(F)(F)C(O)=O. The catalyst class is: 22.